Dataset: Forward reaction prediction with 1.9M reactions from USPTO patents (1976-2016). Task: Predict the product of the given reaction. (1) The product is: [CH3:7][NH:8][CH2:9][C:11]1[NH:12][C:13]2[C:18]([CH:19]=1)=[CH:17][CH:16]=[CH:15][CH:14]=2. Given the reactants [H-].[H-].[H-].[H-].[Li+].[Al+3].[CH3:7][NH:8][C:9]([C:11]1[NH:12][C:13]2[C:18]([CH:19]=1)=[CH:17][CH:16]=[CH:15][CH:14]=2)=O, predict the reaction product. (2) Given the reactants [NH2:1][C:2]1[C:11](Cl)=[N:10][CH:9]=[CH:8][C:3]=1[C:4]([O:6][CH3:7])=[O:5].C([O-])([O-])=O.[K+].[K+].[CH3:19][C:20]([OH:24])([C:22]#[CH:23])[CH3:21].N#N, predict the reaction product. The product is: [NH2:1][C:2]1[C:11]([C:23]#[C:22][C:20]([OH:24])([CH3:21])[CH3:19])=[N:10][CH:9]=[CH:8][C:3]=1[C:4]([O:6][CH3:7])=[O:5]. (3) The product is: [CH2:2]([C:3]1([CH3:4])[NH:6][C:4](=[O:5])[C:3]2[CH:7]=[CH:8][CH:9]=[CH:10][C:2]=2[O:1]1)[CH3:10]. Given the reactants [OH:1][C:2]1[CH:10]=[CH:9][CH:8]=[CH:7][C:3]=1[C:4]([NH2:6])=[O:5], predict the reaction product. (4) The product is: [C:1]([O:5][C:6](=[O:26])[C:7]([S:10][C:11]1[S:12][CH:13]=[C:14]([CH2:16][CH2:17][O:18][C:19]2[CH:24]=[CH:23][C:22]([C:32]3[CH:31]=[CH:30][CH:29]=[C:28]([F:27])[CH:33]=3)=[CH:21][CH:20]=2)[N:15]=1)([CH3:9])[CH3:8])([CH3:4])([CH3:3])[CH3:2]. Given the reactants [C:1]([O:5][C:6](=[O:26])[C:7]([S:10][C:11]1[S:12][CH:13]=[C:14]([CH2:16][CH2:17][O:18][C:19]2[CH:24]=[CH:23][C:22](Br)=[CH:21][CH:20]=2)[N:15]=1)([CH3:9])[CH3:8])([CH3:4])([CH3:3])[CH3:2].[F:27][C:28]1[CH:29]=[C:30](OB(O)O)[CH:31]=[CH:32][CH:33]=1.O, predict the reaction product. (5) Given the reactants Cl.[NH2:2][OH:3].N1C=CC=CC=1.[CH:10]([C:12]1[S:16][C:15]([C:17]([O:19][CH3:20])=[O:18])=[CH:14][CH:13]=1)=O, predict the reaction product. The product is: [OH:3][N:2]=[CH:10][C:12]1[S:16][C:15]([C:17]([O:19][CH3:20])=[O:18])=[CH:14][CH:13]=1. (6) The product is: [CH3:26][C:21]1([CH3:27])[C:22]([CH3:25])([CH3:24])[O:23][B:19]([C:2]2[CH:7]=[CH:6][C:5]([C:8]3[CH:13]=[CH:12][C:11]([N:14]4[CH:18]=[CH:17][N:16]=[N:15]4)=[CH:10][CH:9]=3)=[CH:4][CH:3]=2)[O:20]1. Given the reactants Br[C:2]1[CH:7]=[CH:6][C:5]([C:8]2[CH:13]=[CH:12][C:11]([N:14]3[CH:18]=[CH:17][N:16]=[N:15]3)=[CH:10][CH:9]=2)=[CH:4][CH:3]=1.[B:19]1([B:19]2[O:23][C:22]([CH3:25])([CH3:24])[C:21]([CH3:27])([CH3:26])[O:20]2)[O:23][C:22]([CH3:25])([CH3:24])[C:21]([CH3:27])([CH3:26])[O:20]1.C([O-])(=O)C.[K+], predict the reaction product. (7) Given the reactants Cl.[F:2][C:3]1[CH:8]=[CH:7][CH:6]=[CH:5][C:4]=1[C:9]1[CH:22]=[C:21]2[C:12]([N:13]3[C:18]([CH2:19][O:20]2)=[N:17][NH:16][C:15](=[O:23])[C@H:14]3[CH3:24])=[CH:11][C:10]=1[C@@H:25]1[CH2:30][CH2:29][NH:28][CH2:27][C@@H:26]1[CH3:31].C=O.[B-][C:35]#N.[Na+], predict the reaction product. The product is: [CH3:35][N:28]1[CH2:29][CH2:30][C@@H:25]([C:10]2[CH:11]=[C:12]3[C:21](=[CH:22][C:9]=2[C:4]2[CH:5]=[CH:6][CH:7]=[CH:8][C:3]=2[F:2])[O:20][CH2:19][C:18]2[N:13]3[C@H:14]([CH3:24])[C:15](=[O:23])[NH:16][N:17]=2)[C@@H:26]([CH3:31])[CH2:27]1.